From a dataset of Catalyst prediction with 721,799 reactions and 888 catalyst types from USPTO. Predict which catalyst facilitates the given reaction. (1) Reactant: [CH:1]1([C:4]2[C:5]([N:24]([C:29]3[CH:34]=[CH:33][C:32]([N+:35]([O-])=O)=[C:31]([CH3:38])[CH:30]=3)[S:25]([CH3:28])(=[O:27])=[O:26])=[CH:6][C:7]3[O:11][C:10]([C:12]4[CH:17]=[CH:16][C:15]([F:18])=[CH:14][CH:13]=4)=[C:9]([C:19]([NH:21][CH3:22])=[O:20])[C:8]=3[CH:23]=2)[CH2:3][CH2:2]1. Product: [NH2:35][C:32]1[CH:33]=[CH:34][C:29]([N:24]([C:5]2[C:4]([CH:1]3[CH2:3][CH2:2]3)=[CH:23][C:8]3[C:9]([C:19]([NH:21][CH3:22])=[O:20])=[C:10]([C:12]4[CH:13]=[CH:14][C:15]([F:18])=[CH:16][CH:17]=4)[O:11][C:7]=3[CH:6]=2)[S:25]([CH3:28])(=[O:27])=[O:26])=[CH:30][C:31]=1[CH3:38]. The catalyst class is: 791. (2) Reactant: ON1C(=O)CCC1=O.[C:9]([OH:40])(=[O:39])[CH2:10][CH2:11][C@H:12]([NH:16][C:17]([C:19]1[CH:38]=[CH:37][C:22]([NH:23][CH2:24][C:25]2[N:36]=[C:35]3[C:28]([N:29]=[C:30]([NH:32][C:33]3=[O:34])[NH2:31])=[N:27][CH:26]=2)=[CH:21][CH:20]=1)=[O:18])[C:13]([OH:15])=[O:14].C1(N=C=NC2CCCCC2)CCCCC1.[NH2:56][CH:57]([NH2:63])[CH2:58][CH2:59][CH2:60][CH2:61][CH3:62]. Product: [C:9]([O-:40])(=[O:39])[CH2:10][CH2:11][C@H:12]([NH:16][C:17]([C:19]1[CH:20]=[CH:21][C:22]([NH:23][CH2:24][C:25]2[N:36]=[C:35]3[C:28]([N:29]=[C:30]([NH:32][C:33]3=[O:34])[NH2:31])=[N:27][CH:26]=2)=[CH:37][CH:38]=1)=[O:18])[C:13]([OH:15])=[O:14].[NH2:56][CH:57]([NH2:63])[CH2:58][CH2:59][CH2:60][CH2:61][CH3:62]. The catalyst class is: 16. (3) Reactant: [NH2:1][C:2]1[CH:3]=[C:4]([N:8]2[CH2:12][CH2:11][NH:10][C:9]2=[O:13])[CH:5]=[CH:6][CH:7]=1.[CH:14](=O)[C:15]1[CH:20]=[CH:19][CH:18]=[CH:17][CH:16]=1.C(O)(=O)C.[BH4-].[Na+]. Product: [CH2:14]([NH:1][C:2]1[CH:3]=[C:4]([N:8]2[CH2:12][CH2:11][NH:10][C:9]2=[O:13])[CH:5]=[CH:6][CH:7]=1)[C:15]1[CH:20]=[CH:19][CH:18]=[CH:17][CH:16]=1. The catalyst class is: 7. (4) Reactant: [C:1](O)(=O)[CH2:2][C:3]([OH:5])=[O:4].[CH3:8][CH:9]([CH2:12][CH2:13][CH3:14])C=O.N1CCCCC1.Cl. Product: [CH3:8][CH:9]([CH2:12][CH2:13][CH3:14])/[CH:1]=[CH:2]/[C:3]([OH:5])=[O:4]. The catalyst class is: 17. (5) Reactant: [CH2:1]([O:8][N:9]1[C:14]2[N:15]=[C:16]([CH3:19])[N:17]=[CH:18][C:13]=2[C:12]([OH:20])=[C:11]([C:21]([O:23][CH2:24][CH3:25])=[O:22])[C:10]1=[O:26])[C:2]1[CH:7]=[CH:6][CH:5]=[CH:4][CH:3]=1.C(N(CC)CC)C.[F:34][C:35]([F:48])([F:47])[S:36](O[S:36]([C:35]([F:48])([F:47])[F:34])(=[O:38])=[O:37])(=[O:38])=[O:37]. Product: [CH2:1]([O:8][N:9]1[C:14]2[N:15]=[C:16]([CH3:19])[N:17]=[CH:18][C:13]=2[C:12]([O:20][S:36]([C:35]([F:48])([F:47])[F:34])(=[O:38])=[O:37])=[C:11]([C:21]([O:23][CH2:24][CH3:25])=[O:22])[C:10]1=[O:26])[C:2]1[CH:7]=[CH:6][CH:5]=[CH:4][CH:3]=1. The catalyst class is: 2. (6) Reactant: N12CCN(CC1)CC2.[SH:9][C:10]1[CH:15]=[CH:14][CH:13]=[CH:12][N:11]=1.Cl[P:17]([NH:26][C@@H:27]([CH3:34])[C:28]([O:30][CH:31]([CH3:33])[CH3:32])=[O:29])([O:19][C:20]1[CH:25]=[CH:24][CH:23]=[CH:22][CH:21]=1)=[S:18]. Product: [O:19]([P:17]([NH:26][C@@H:27]([CH3:34])[C:28]([O:30][CH:31]([CH3:33])[CH3:32])=[O:29])([S:9][C:10]1[CH:15]=[CH:14][CH:13]=[CH:12][N:11]=1)=[S:18])[C:20]1[CH:21]=[CH:22][CH:23]=[CH:24][CH:25]=1. The catalyst class is: 282. (7) Reactant: I[CH2:2][CH2:3][CH2:4][OH:5].[CH2:6]([NH:13][C:14](=[O:36])[N:15]([C:17]1[CH:18]=[C:19]([C:23]2[CH:28]=[CH:27][C:26]([CH2:29][CH2:30][C:31]([O:33][CH3:34])=[O:32])=[CH:25][C:24]=2[OH:35])[CH:20]=[CH:21][CH:22]=1)[CH3:16])[CH2:7][CH2:8][CH2:9][CH2:10][CH2:11][CH3:12].C(=O)([O-])[O-].[K+].[K+]. Product: [CH2:6]([NH:13][C:14](=[O:36])[N:15]([C:17]1[CH:18]=[C:19]([C:23]2[CH:28]=[CH:27][C:26]([CH2:29][CH2:30][C:31]([O:33][CH3:34])=[O:32])=[CH:25][C:24]=2[O:35][CH2:2][CH2:3][CH2:4][OH:5])[CH:20]=[CH:21][CH:22]=1)[CH3:16])[CH2:7][CH2:8][CH2:9][CH2:10][CH2:11][CH3:12]. The catalyst class is: 311. (8) Reactant: C(OC([N:11]1[CH2:16][CH2:15][CH:14]([CH2:17][CH2:18][C@H:19]([NH:30][C:31](=[O:46])[C:32]2[CH:37]=[CH:36][C:35]([C:38]([N:40]3[CH2:44][CH2:43][CH2:42][CH2:41]3)=[O:39])=[C:34]([CH3:45])[CH:33]=2)[C:20]2[NH:24][C:23]3[CH:25]=[CH:26][C:27]([Cl:29])=[CH:28][C:22]=3[N:21]=2)[CH2:13][CH2:12]1)=O)C1C=CC=CC=1.I[Si](C)(C)C.ClCCl.C(O)C.ClCl. Product: [Cl:29][C:27]1[CH:26]=[CH:25][C:23]2[NH:24][C:20]([C@@H:19]([NH:30][C:31](=[O:46])[C:32]3[CH:37]=[CH:36][C:35]([C:38]([N:40]4[CH2:44][CH2:43][CH2:42][CH2:41]4)=[O:39])=[C:34]([CH3:45])[CH:33]=3)[CH2:18][CH2:17][CH:14]3[CH2:13][CH2:12][NH:11][CH2:16][CH2:15]3)=[N:21][C:22]=2[CH:28]=1. The catalyst class is: 4.